From a dataset of Forward reaction prediction with 1.9M reactions from USPTO patents (1976-2016). Predict the product of the given reaction. (1) Given the reactants [C:1]([C:5]1[CH:9]=[C:8]([NH2:10])[N:7]([CH3:11])[N:6]=1)([CH3:4])([CH3:3])[CH3:2].N1C=CC=CC=1.Cl[C:19]([O:21][CH2:22][C:23]([Cl:26])([Cl:25])[Cl:24])=[O:20].O, predict the reaction product. The product is: [C:1]([C:5]1[CH:9]=[C:8]([NH:10][C:19](=[O:20])[O:21][CH2:22][C:23]([Cl:26])([Cl:25])[Cl:24])[N:7]([CH3:11])[N:6]=1)([CH3:4])([CH3:2])[CH3:3]. (2) Given the reactants [NH2:1][C:2]1[C:3]([NH:18][C@@H:19]2[CH2:24][CH2:23][C@H:22]([C:25]([NH:27][CH:28]([CH3:30])[CH3:29])=[O:26])[CH2:21][CH2:20]2)=[CH:4][C:5]([O:8][CH2:9][CH2:10][CH2:11][N:12]2[CH2:17][CH2:16][O:15][CH2:14][CH2:13]2)=[N:6][CH:7]=1.[F:31][C:32]1[CH:66]=[CH:65][C:35]([C:36](/[N:38]=[C:39]2/N([C@H]3CC[C@@H](C(=O)NC(C)C)CC3)C3C=C(OCCOC)N=CC=3N/2)=[O:37])=[CH:34][CH:33]=1.FC1C=CC(C(N=C=S)=O)=CC=1, predict the reaction product. The product is: [F:31][C:32]1[CH:33]=[CH:34][C:35]([C:36](/[N:38]=[C:39]2/[N:18]([C@H:19]3[CH2:24][CH2:23][C@@H:22]([C:25](=[O:26])[NH:27][CH:28]([CH3:30])[CH3:29])[CH2:21][CH2:20]3)[C:3]3[CH:4]=[C:5]([O:8][CH2:9][CH2:10][CH2:11][N:12]4[CH2:13][CH2:14][O:15][CH2:16][CH2:17]4)[N:6]=[CH:7][C:2]=3[NH:1]/2)=[O:37])=[CH:65][CH:66]=1. (3) The product is: [Br:31][CH:32]([C:34]1[CH:42]=[CH:41][C:37]([C:38]([NH:1][C:2]2[CH:3]=[CH:4][C:5]([CH3:24])=[C:6]([C:8]3[CH:17]=[C:16]4[C:11]([CH:12]=[C:13]([NH:18][C:19]([CH:21]5[CH2:22][CH2:23]5)=[O:20])[N:14]=[CH:15]4)=[CH:10][CH:9]=3)[CH:7]=2)=[O:39])=[CH:36][CH:35]=1)[CH3:33]. Given the reactants [NH2:1][C:2]1[CH:3]=[CH:4][C:5]([CH3:24])=[C:6]([C:8]2[CH:17]=[C:16]3[C:11]([CH:12]=[C:13]([NH:18][C:19]([CH:21]4[CH2:23][CH2:22]4)=[O:20])[N:14]=[CH:15]3)=[CH:10][CH:9]=2)[CH:7]=1.N1C=CC=CC=1.[Br:31][CH:32]([C:34]1[CH:42]=[CH:41][C:37]([C:38](Cl)=[O:39])=[CH:36][CH:35]=1)[CH3:33], predict the reaction product. (4) Given the reactants [F:1][C:2]([F:17])([F:16])[C:3]1[N:8]=[CH:7][C:6]([CH2:9][S:10]([CH2:13][C:14]#[N:15])(=[O:12])=[O:11])=[CH:5][CH:4]=1.[F:18][C:19]([S:22][CH2:23][CH2:24]OS(C(F)(F)F)(=O)=O)([F:21])[F:20], predict the reaction product. The product is: [F:17][C:2]([F:1])([F:16])[C:3]1[N:8]=[CH:7][C:6]([CH2:9][S:10]([CH:13]([CH2:24][CH2:23][S:22][C:19]([F:21])([F:20])[F:18])[C:14]#[N:15])(=[O:11])=[O:12])=[CH:5][CH:4]=1. (5) Given the reactants [Cl:1][C:2]1[N:3]=[C:4]([N:13]2[CH2:18][CH2:17][O:16][CH2:15][CH2:14]2)[C:5]2[CH:10]=[C:9]([CH:11]=O)[S:8][C:6]=2[N:7]=1.[OH:19][CH2:20][CH2:21][N:22]1[CH2:27][CH2:26][NH:25][CH2:24][CH2:23]1.CC(O)=O.[BH-](OC(C)=O)(OC(C)=O)OC(C)=O.[Na+], predict the reaction product. The product is: [Cl:1][C:2]1[N:3]=[C:4]([N:13]2[CH2:18][CH2:17][O:16][CH2:15][CH2:14]2)[C:5]2[CH:10]=[C:9]([CH2:11][N:25]3[CH2:26][CH2:27][N:22]([CH2:21][CH2:20][OH:19])[CH2:23][CH2:24]3)[S:8][C:6]=2[N:7]=1. (6) The product is: [N:10]1[CH:11]=[CH:12][CH:13]=[CH:14][C:9]=1[CH2:7][CH2:8][N:1]1[CH2:6][CH2:5][NH:4][CH2:3][CH2:2]1. Given the reactants [NH:1]1[CH2:6][CH2:5][NH:4][CH2:3][CH2:2]1.[CH:7]([C:9]1[CH:14]=[CH:13][CH:12]=[CH:11][N:10]=1)=[CH2:8].[OH-].[Na+], predict the reaction product. (7) The product is: [CH3:37][O:36][CH2:35][CH2:34][O:33][C:31]([N:22]1[CH:23]=[CH:24][C:20]([C:17]2[CH:18]=[C:19]3[C:14](=[CH:15][CH:16]=2)[N:13]([CH3:25])[C:12]2[N:26]([CH3:29])[C:27](=[O:28])[C:9]([C:3]4[CH:4]=[CH:5][C:6]([Cl:8])=[CH:7][C:2]=4[Cl:1])=[CH:10][C:11]3=2)=[N:21]1)=[O:32]. Given the reactants [Cl:1][C:2]1[CH:7]=[C:6]([Cl:8])[CH:5]=[CH:4][C:3]=1[C:9]1[C:27](=[O:28])[N:26]([CH3:29])[C:12]2[N:13]([CH3:25])[C:14]3[C:19]([C:11]=2[CH:10]=1)=[CH:18][C:17]([C:20]1[NH:21][N:22]=[CH:23][CH:24]=1)=[CH:16][CH:15]=3.Cl[C:31]([O:33][CH2:34][CH2:35][O:36][CH3:37])=[O:32], predict the reaction product. (8) Given the reactants [C:1]([O:5][C:6]([N:8]1[CH2:14][CH2:13][CH2:12][N:11]([C:15]2[N:23]([CH2:24][C:25]#[C:26][CH3:27])[C:22]3[C:21](=[O:28])[N:20](COCC[Si](C)(C)C)[C:19](=[O:37])[N:18]([CH3:38])[C:17]=3[C:16]=2[C:39]#[N:40])[CH2:10][CH2:9]1)=[O:7])([CH3:4])([CH3:3])[CH3:2].C(O)(C(F)(F)F)=O.C(N(C(C)C)CC)(C)C.C(=O)(OC(C)(C)C)OC(C)(C)C, predict the reaction product. The product is: [C:1]([O:5][C:6]([N:8]1[CH2:14][CH2:13][CH2:12][N:11]([C:15]2[N:23]([CH2:24][C:25]#[C:26][CH3:27])[C:22]3[C:21](=[O:28])[NH:20][C:19](=[O:37])[N:18]([CH3:38])[C:17]=3[C:16]=2[C:39]#[N:40])[CH2:10][CH2:9]1)=[O:7])([CH3:3])([CH3:2])[CH3:4]. (9) The product is: [CH:9]1([NH:4][C:3]2[CH:5]=[CH:6][CH:7]=[CH:8][C:2]=2[I:1])[CH2:13][CH2:12][CH2:11][CH2:10]1. Given the reactants [I:1][C:2]1[CH:8]=[CH:7][CH:6]=[CH:5][C:3]=1[NH2:4].[C:9]1(=O)[CH2:13][CH2:12][CH2:11][CH2:10]1.C(O)(=O)C.C(O[BH-](OC(=O)C)OC(=O)C)(=O)C.[Na+], predict the reaction product.